From a dataset of Reaction yield outcomes from USPTO patents with 853,638 reactions. Predict the reaction yield, written as a fraction of the theoretical maximum amount of product (1.0 means a 100% yield; for example, 0.34 means a 34% yield). The reactants are [C:1]([O:11][CH2:12][CH3:13])(=[O:10])[CH:2]=[CH:3][C:4]1[CH:9]=[CH:8][CH:7]=[CH:6][CH:5]=1. The catalyst is [Pd].CO. The product is [C:4]1([CH2:3][CH2:2][C:1]([O:11][CH2:12][CH3:13])=[O:10])[CH:9]=[CH:8][CH:7]=[CH:6][CH:5]=1. The yield is 0.990.